Dataset: Reaction yield outcomes from USPTO patents with 853,638 reactions. Task: Predict the reaction yield, written as a fraction of the theoretical maximum amount of product (1.0 means a 100% yield; for example, 0.34 means a 34% yield). The reactants are [Cl:1][C:2]1[CH:10]=[C:9]([CH:11]([O:14][CH2:15][C:16]2([C:29]3[CH:34]=[CH:33][C:32]([F:35])=[CH:31][CH:30]=3)[CH2:21][CH2:20][N:19]([C:22]([O:24][C:25]([CH3:28])([CH3:27])[CH3:26])=[O:23])[CH2:18][CH2:17]2)[CH2:12][OH:13])[C:8]2[C:4](=[CH:5][N:6]([CH2:36][O:37][CH2:38][CH2:39][Si:40]([CH3:43])([CH3:42])[CH3:41])[N:7]=2)[CH:3]=1.CCN(CC)CC.C(Cl)Cl.[CH3:54][S:55](Cl)(=[O:57])=[O:56]. No catalyst specified. The product is [Cl:1][C:2]1[CH:10]=[C:9]([CH:11]([O:14][CH2:15][C:16]2([C:29]3[CH:34]=[CH:33][C:32]([F:35])=[CH:31][CH:30]=3)[CH2:21][CH2:20][N:19]([C:22]([O:24][C:25]([CH3:28])([CH3:27])[CH3:26])=[O:23])[CH2:18][CH2:17]2)[CH2:12][O:13][S:55]([CH3:54])(=[O:57])=[O:56])[C:8]2[C:4](=[CH:5][N:6]([CH2:36][O:37][CH2:38][CH2:39][Si:40]([CH3:43])([CH3:41])[CH3:42])[N:7]=2)[CH:3]=1. The yield is 0.920.